From a dataset of Full USPTO retrosynthesis dataset with 1.9M reactions from patents (1976-2016). Predict the reactants needed to synthesize the given product. (1) Given the product [N:1]1[CH:6]=[CH:5][CH:4]=[CH:3][C:2]=1[C:7]1[CH:8]=[C:9]([CH:10]=[CH:11][CH:12]=1)[CH2:13][C:14]1[CH:24]=[C:23]([C:25]2[C:26]([NH2:31])=[N:27][CH:28]=[CH:29][CH:30]=2)[O:16][N:15]=1, predict the reactants needed to synthesize it. The reactants are: [N:1]1[CH:6]=[CH:5][CH:4]=[CH:3][C:2]=1[C:7]1[CH:8]=[C:9]([CH2:13][C:14](Cl)=[N:15][OH:16])[CH:10]=[CH:11][CH:12]=1.O1CCCC1.[C:23]([C:25]1[C:26]([NH2:31])=[N:27][CH:28]=[CH:29][CH:30]=1)#[CH:24].C(N(CC)CC)C. (2) Given the product [F:1][C:2]1[CH:7]=[CH:6][CH:5]=[CH:4][C:3]=1[N:8]1[C:12]([CH2:13][O:14][CH2:58][CH2:57][O:56][CH3:55])=[C:11]([C:15]([N:17]([CH2:39][CH:40]([CH3:42])[CH3:41])[C@H:18]2[CH2:23][C@@H:22]([C:24]([N:26]3[CH2:27][CH2:28][O:29][CH2:30][CH2:31]3)=[O:25])[CH2:21][N:20]([C:32]([O:34][C:35]([CH3:36])([CH3:37])[CH3:38])=[O:33])[CH2:19]2)=[O:16])[N:10]=[N:9]1, predict the reactants needed to synthesize it. The reactants are: [F:1][C:2]1[CH:7]=[CH:6][CH:5]=[CH:4][C:3]=1[N:8]1[C:12]([CH2:13][OH:14])=[C:11]([C:15]([N:17]([CH2:39][CH:40]([CH3:42])[CH3:41])[C@H:18]2[CH2:23][C@@H:22]([C:24]([N:26]3[CH2:31][CH2:30][O:29][CH2:28][CH2:27]3)=[O:25])[CH2:21][N:20]([C:32]([O:34][C:35]([CH3:38])([CH3:37])[CH3:36])=[O:33])[CH2:19]2)=[O:16])[N:10]=[N:9]1.C(N(CC)CC)C.CS(Cl)(=O)=O.[CH3:55][O:56][CH2:57][CH2:58]O.